This data is from Reaction yield outcomes from USPTO patents with 853,638 reactions. The task is: Predict the reaction yield, written as a fraction of the theoretical maximum amount of product (1.0 means a 100% yield; for example, 0.34 means a 34% yield). (1) The yield is 0.740. The catalyst is CN(C)C=O. The reactants are Br[CH2:2][CH2:3][O:4][C:5]1[CH:37]=[CH:36][C:8]([C:9]([CH:11]2[C:20]3[C:15](=[CH:16][C:17]([O:21][CH2:22][C:23]4[CH:28]=[CH:27][CH:26]=[CH:25][CH:24]=4)=[CH:18][CH:19]=3)[CH2:14][CH2:13][N:12]2[C:29]2[CH:34]=[CH:33][C:32]([F:35])=[CH:31][CH:30]=2)=[O:10])=[CH:7][CH:6]=1.[NH:38]1[CH2:43][CH2:42][CH2:41][CH2:40][CH2:39]1. The product is [F:35][C:32]1[CH:31]=[CH:30][C:29]([N:12]2[CH2:13][CH2:14][C:15]3[C:20](=[CH:19][CH:18]=[C:17]([O:21][CH2:22][C:23]4[CH:24]=[CH:25][CH:26]=[CH:27][CH:28]=4)[CH:16]=3)[CH:11]2[C:9](=[O:10])[C:8]2[CH:36]=[CH:37][C:5]([O:4][CH2:3][CH2:2][CH:39]3[CH2:40][CH2:41][CH2:42][CH2:43][NH:38]3)=[CH:6][CH:7]=2)=[CH:34][CH:33]=1. (2) The reactants are [F:1][C:2]1[CH:32]=[C:31]([F:33])[CH:30]=[CH:29][C:3]=1[CH2:4][N:5]1[C:14]2[C:9](=[CH:10][C:11]([C:17]3[CH:22]=[CH:21][C:20]([C:23]([F:26])([F:25])[F:24])=[C:19]([F:27])[CH:18]=3)=[C:12]([O:15][CH3:16])[CH:13]=2)[CH2:8][CH2:7][C:6]1=[O:28].C([Li])CCC.CCCCCC.Br[CH2:46][C:47]([O:49][C:50]([CH3:53])([CH3:52])[CH3:51])=[O:48]. The catalyst is O1CCCC1. The product is [F:1][C:2]1[CH:32]=[C:31]([F:33])[CH:30]=[CH:29][C:3]=1[CH2:4][N:5]1[C:14]2[C:9](=[CH:10][C:11]([C:17]3[CH:22]=[CH:21][C:20]([C:23]([F:26])([F:24])[F:25])=[C:19]([F:27])[CH:18]=3)=[C:12]([O:15][CH3:16])[CH:13]=2)[CH2:8][CH:7]([CH2:46][C:47]([O:49][C:50]([CH3:53])([CH3:52])[CH3:51])=[O:48])[C:6]1=[O:28]. The yield is 0.670. (3) The reactants are Br[C:2]1[CH:3]=[C:4]2[C:8](=[CH:9][C:10]=1[Cl:11])[N:7]([C:12]([O:14][C:15]([CH3:18])([CH3:17])[CH3:16])=[O:13])[CH:6]=[C:5]2[C:19]([O:21][CH3:22])=[O:20].CC1(C)C(C)(C)OB([C:31]2[CH:36]=[CH:35][C:34]([OH:37])=[CH:33][CH:32]=2)O1.[O-]P([O-])([O-])=O.[K+].[K+].[K+]. The catalyst is C1C=CC(P(C2C=CC=CC=2)[C-]2C=CC=C2)=CC=1.C1C=CC(P(C2C=CC=CC=2)[C-]2C=CC=C2)=CC=1.Cl[Pd]Cl.[Fe+2].O1CCOCC1. The product is [Cl:11][C:10]1[CH:9]=[C:8]2[C:4]([C:5]([C:19]([O:21][CH3:22])=[O:20])=[CH:6][N:7]2[C:12]([O:14][C:15]([CH3:18])([CH3:17])[CH3:16])=[O:13])=[CH:3][C:2]=1[C:31]1[CH:36]=[CH:35][C:34]([OH:37])=[CH:33][CH:32]=1. The yield is 0.890. (4) The yield is 0.400. The catalyst is CCOC(C)=O.[Cl-].[Na+].O. The product is [F:1][C:2]1[CH:35]=[C:34]([F:36])[CH:33]=[CH:32][C:3]=1[CH2:4][N:5]1[C:13]([C:14]2[CH:15]=[CH:16][C:17]([F:22])=[C:18]([CH:21]=2)[C:19](=[S:40])[NH2:20])=[N:12][C:11]2[C:10](=[O:23])[N:9]([CH2:24][CH3:25])[C:8]3=[N:26][C@H:27]([CH:29]([CH3:31])[CH3:30])[CH2:28][N:7]3[C:6]1=2. The reactants are [F:1][C:2]1[CH:35]=[C:34]([F:36])[CH:33]=[CH:32][C:3]=1[CH2:4][N:5]1[C:13]([C:14]2[CH:15]=[CH:16][C:17]([F:22])=[C:18]([CH:21]=2)[C:19]#[N:20])=[N:12][C:11]2[C:10](=[O:23])[N:9]([CH2:24][CH3:25])[C:8]3=[N:26][C@H:27]([CH:29]([CH3:31])[CH3:30])[CH2:28][N:7]3[C:6]1=2.CO.[NH4+]=[S:40].O.